This data is from Catalyst prediction with 721,799 reactions and 888 catalyst types from USPTO. The task is: Predict which catalyst facilitates the given reaction. Reactant: Br.C([O:9][C:10]1[CH:15]=[CH:14][N:13]([CH2:16][C:17]2[CH:22]=[CH:21][C:20]([O:23][C:24]([F:27])([F:26])[F:25])=[CH:19][CH:18]=2)[C:12](=[O:28])[C:11]=1[Cl:29])C1C=CC=CC=1. Product: [Cl:29][C:11]1[C:12](=[O:28])[N:13]([CH2:16][C:17]2[CH:18]=[CH:19][C:20]([O:23][C:24]([F:27])([F:25])[F:26])=[CH:21][CH:22]=2)[CH:14]=[CH:15][C:10]=1[OH:9]. The catalyst class is: 15.